This data is from Full USPTO retrosynthesis dataset with 1.9M reactions from patents (1976-2016). The task is: Predict the reactants needed to synthesize the given product. (1) Given the product [CH2:24]([O:23][C:21](=[O:22])[C:16]1[CH:17]=[CH:18][CH:19]=[CH:20][C:15]=1[CH:14]=[CH:13][C@@H:12]([NH2:8])[CH2:11][OH:10])[CH3:25], predict the reactants needed to synthesize it. The reactants are: C(OC([N:8]1[C@H:12]([CH:13]=[CH:14][C:15]2[CH:20]=[CH:19][CH:18]=[CH:17][C:16]=2[C:21]([O:23][CH2:24][CH3:25])=[O:22])[CH2:11][O:10]C1(C)C)=O)(C)(C)C.Cl. (2) Given the product [F:1][C:2]1[CH:3]=[C:4]([N:16]2[C:20]3[N:21]=[C:22]([NH:25][C:26]4[CH:27]=[CH:28][C:29]([C@H:8]5[CH2:7][O:40][CH2:38][CH2:39][N:9]5[CH2:10][CH3:11])=[CH:30][CH:31]=4)[N:23]=[CH:24][C:19]=3[CH:18]=[CH:17]2)[CH:5]=[C:6]([F:15])[C:7]=1[CH2:8][N:9]1[CH2:10][CH2:11][O:42][CH2:41][CH2:14]1, predict the reactants needed to synthesize it. The reactants are: [F:1][C:2]1[CH:3]=[C:4]([N:16]2[C:20]3[N:21]=[C:22]([NH:25][C:26]4[CH:31]=[CH:30][CH:29]=[C:28]([C@H]5COCCN5)[CH:27]=4)[N:23]=[CH:24][C:19]=3[CH:18]=[CH:17]2)[CH:5]=[C:6]([F:15])[C:7]=1[CH2:8][N:9]1[CH2:14]CO[CH2:11][CH2:10]1.[CH:38](=[O:40])[CH3:39].[CH3:41][OH:42]. (3) Given the product [CH2:8]([NH:11][C:15](=[O:16])[C:14]1[CH:18]=[CH:19][CH:20]=[CH:21][C:13]=1[I:12])[CH:9]=[CH2:10], predict the reactants needed to synthesize it. The reactants are: CN1CCOCC1.[CH2:8]([NH2:11])[CH:9]=[CH2:10].[I:12][C:13]1[CH:21]=[CH:20][CH:19]=[CH:18][C:14]=1[C:15](Cl)=[O:16]. (4) Given the product [Cl:1][C:2]1[C:3]([F:21])=[C:4]([CH:18]=[CH:19][CH:20]=1)[CH2:5][C:6]1[C:7]([O:16][CH3:17])=[CH:8][C:9]([F:15])=[C:10]([CH:14]=1)[C:11]([Cl:24])=[O:12], predict the reactants needed to synthesize it. The reactants are: [Cl:1][C:2]1[C:3]([F:21])=[C:4]([CH:18]=[CH:19][CH:20]=1)[CH2:5][C:6]1[C:7]([O:16][CH3:17])=[CH:8][C:9]([F:15])=[C:10]([CH:14]=1)[C:11](O)=[O:12].S(Cl)([Cl:24])=O.